From a dataset of Forward reaction prediction with 1.9M reactions from USPTO patents (1976-2016). Predict the product of the given reaction. Given the reactants Cl[C:2]1[CH:7]=[C:6]([C:8]2[CH:13]=[CH:12][CH:11]=[CH:10][CH:9]=2)[N:5]=[C:4]([NH:14][C:15](=[O:29])[CH2:16][CH2:17][C:18]([C:20]2[CH:21]=[CH:22][C:23]3[O:27][CH2:26][CH2:25][C:24]=3[CH:28]=2)=[O:19])[CH:3]=1.C1(C2C=CC=CC=2)C=CC=CC=1P(C1CCCCC1)C1CCCCC1.C(=O)([O-])[O-].[K+].[K+].CC1(C)C(C)(C)OB([C:69]2[CH:70]=[C:71]([CH2:75][C:76]#[N:77])[CH:72]=[CH:73][CH:74]=2)O1, predict the reaction product. The product is: [C:76]([CH2:75][C:71]1[CH:70]=[C:69]([C:2]2[CH:7]=[C:6]([C:8]3[CH:13]=[CH:12][CH:11]=[CH:10][CH:9]=3)[N:5]=[C:4]([NH:14][C:15](=[O:29])[CH2:16][CH2:17][C:18]([C:20]3[CH:21]=[CH:22][C:23]4[O:27][CH2:26][CH2:25][C:24]=4[CH:28]=3)=[O:19])[CH:3]=2)[CH:74]=[CH:73][CH:72]=1)#[N:77].